Dataset: Forward reaction prediction with 1.9M reactions from USPTO patents (1976-2016). Task: Predict the product of the given reaction. (1) Given the reactants Br[C:2]1[CH:7]=[CH:6][C:5]([CH:8]([C:19]2[CH:24]=[CH:23][CH:22]=[CH:21][CH:20]=2)[CH2:9]/[C:10](/[C:13]2[CH:18]=[CH:17][N:16]=[CH:15][CH:14]=2)=[N:11]\[OH:12])=[CH:4][CH:3]=1.[CH:25]1([B-](F)(F)F)[CH2:27][CH2:26]1.[K+].O.P([O-])([O-])([O-])=O.[K+].[K+].[K+].C([O-])(O)=O.[Na+], predict the reaction product. The product is: [CH:25]1([C:2]2[CH:7]=[CH:6][C:5]([CH:8]([C:19]3[CH:24]=[CH:23][CH:22]=[CH:21][CH:20]=3)[CH2:9]/[C:10](/[C:13]3[CH:18]=[CH:17][N:16]=[CH:15][CH:14]=3)=[N:11]\[OH:12])=[CH:4][CH:3]=2)[CH2:27][CH2:26]1. (2) Given the reactants [O:1]([CH2:8][C@@H:9]1[CH2:13][CH2:12][CH2:11][N:10]1[S:14]([C:17]1[CH:18]=[C:19]2[C:23](=[CH:24][CH:25]=1)[NH:22][C:21](=[O:26])[C:20]2=[O:27])(=[O:16])=[O:15])[C:2]1[CH:7]=C[CH:5]=[CH:4][CH:3]=1.C(OC([N:35]1CCCC1COC1C=NC=CC=1)=O)(C)(C)C, predict the reaction product. The product is: [N:35]1[CH:5]=[CH:4][CH:3]=[C:2]([O:1][CH2:8][CH:9]2[CH2:13][CH2:12][CH2:11][N:10]2[S:14]([C:17]2[CH:18]=[C:19]3[C:23](=[CH:24][CH:25]=2)[NH:22][C:21](=[O:26])[C:20]3=[O:27])(=[O:15])=[O:16])[CH:7]=1. (3) The product is: [Cl:1][C:2]1[C:11]2[C:6](=[C:7]([NH:12][S:19]([C:13]3[CH:18]=[CH:17][CH:16]=[CH:15][CH:14]=3)(=[O:21])=[O:20])[CH:8]=[CH:9][CH:10]=2)[N:5]=[CH:4][CH:3]=1. Given the reactants [Cl:1][C:2]1[C:11]2[C:6](=[C:7]([NH2:12])[CH:8]=[CH:9][CH:10]=2)[N:5]=[CH:4][CH:3]=1.[C:13]1([S:19](Cl)(=[O:21])=[O:20])[CH:18]=[CH:17][CH:16]=[CH:15][CH:14]=1, predict the reaction product. (4) Given the reactants C([O:3][C:4]([C:6]1[CH:7]([C:15]2[CH:20]=[CH:19][C:18]([F:21])=[CH:17][CH:16]=2)[N:8](C)[C:9](=[O:13])[N:10]([CH3:12])[CH:11]=1)=[O:5])C.Cl, predict the reaction product. The product is: [F:21][C:18]1[CH:19]=[CH:20][C:15]([CH:7]2[C:6]([C:4]([OH:5])=[O:3])=[CH:11][N:10]([CH3:12])[C:9](=[O:13])[NH:8]2)=[CH:16][CH:17]=1. (5) Given the reactants C([O-])([O-])=O.[Na+].[Na+].[CH3:7][O:8][C:9]1[CH:14]=[CH:13][C:12]([OH:15])=[CH:11][CH:10]=1.[Cl:16][C:17]1[CH:18]=[CH:19][C:20](F)=[C:21]([CH:24]=1)[CH:22]=[O:23].C(Cl)Cl, predict the reaction product. The product is: [Cl:16][C:17]1[CH:18]=[CH:19][C:20]([O:15][C:12]2[CH:13]=[CH:14][C:9]([O:8][CH3:7])=[CH:10][CH:11]=2)=[C:21]([CH:24]=1)[CH:22]=[O:23]. (6) The product is: [CH2:1]([N:3]1[CH:7]=[C:6]([CH2:8][N:9]([C:23]2[CH:24]=[CH:25][C:26]([CH:29]([CH3:30])[CH3:31])=[CH:27][CH:28]=2)[C:10]([CH:12]2[CH2:13][CH2:14][CH2:15][C:16]3[C:17]([O:22][CH2:33][C:34]([O:36][CH2:37][CH3:38])=[O:35])=[CH:18][CH:19]=[CH:20][C:21]2=3)=[O:11])[CH:5]=[N:4]1)[CH3:2]. Given the reactants [CH2:1]([N:3]1[CH:7]=[C:6]([CH2:8][N:9]([C:23]2[CH:28]=[CH:27][C:26]([CH:29]([CH3:31])[CH3:30])=[CH:25][CH:24]=2)[C:10]([CH:12]2[C:21]3[C:16](=[C:17]([OH:22])[CH:18]=[CH:19][CH:20]=3)[CH2:15][CH2:14][CH2:13]2)=[O:11])[CH:5]=[N:4]1)[CH3:2].Br[CH2:33][C:34]([O:36][CH2:37][CH3:38])=[O:35], predict the reaction product.